This data is from Reaction yield outcomes from USPTO patents with 853,638 reactions. The task is: Predict the reaction yield, written as a fraction of the theoretical maximum amount of product (1.0 means a 100% yield; for example, 0.34 means a 34% yield). The reactants are [F:1][C:2]1[CH:7]=[C:6]([C:8]2[CH:9]=[N:10][N:11]([CH3:13])[CH:12]=2)[CH:5]=[C:4]([O:14]C)[C:3]=1[C:16]1[N:21]=[N:20][C:19]([N:22]([CH3:33])[CH:23]2[CH2:28][C:27]([CH3:30])([CH3:29])[NH:26][C:25]([CH3:32])([CH3:31])[CH2:24]2)=[CH:18][CH:17]=1.FC1C=CC=C(OC)C=1C1N=NC(N(C)C2CC(C)(C)NC(C)(C)C2)=C(C2C=NN(C)C=2)C=1.B(Br)(Br)Br.Cl. The catalyst is C(Cl)Cl.CO. The product is [F:1][C:2]1[C:3]([C:16]2[N:21]=[N:20][C:19]([N:22]([CH3:33])[CH:23]3[CH2:24][C:25]([CH3:31])([CH3:32])[NH:26][C:27]([CH3:30])([CH3:29])[CH2:28]3)=[CH:18][CH:17]=2)=[C:4]([OH:14])[CH:5]=[C:6]([C:8]2[CH:9]=[N:10][N:11]([CH3:13])[CH:12]=2)[CH:7]=1. The yield is 0.150.